This data is from Full USPTO retrosynthesis dataset with 1.9M reactions from patents (1976-2016). The task is: Predict the reactants needed to synthesize the given product. (1) Given the product [Br:22][C:23]1[CH:31]=[CH:30][CH:29]=[CH:28][C:24]=1[C:25]([NH:14][C:11]1[CH:12]=[CH:13][N:9]([C:3]2[CH:4]=[CH:5][CH:6]=[C:7]([F:8])[C:2]=2[F:1])[N:10]=1)=[O:26], predict the reactants needed to synthesize it. The reactants are: [F:1][C:2]1[C:7]([F:8])=[CH:6][CH:5]=[CH:4][C:3]=1[N:9]1[CH:13]=[CH:12][C:11]([NH2:14])=[N:10]1.C(N(CC)CC)C.[Br:22][C:23]1[CH:31]=[CH:30][CH:29]=[CH:28][C:24]=1[C:25](Cl)=[O:26]. (2) Given the product [CH3:1][C:2]1[N:7]=[C:6]([NH2:8])[CH:5]=[C:4]([C:19]2[CH:24]=[N:23][C:22]([C:25]([F:28])([F:26])[F:27])=[N:21][CH:20]=2)[CH:3]=1, predict the reactants needed to synthesize it. The reactants are: [CH3:1][C:2]1[N:7]=[C:6]([N:8]2C(=O)C3C(=CC=CC=3)C2=O)[CH:5]=[C:4]([C:19]2[CH:20]=[N:21][C:22]([C:25]([F:28])([F:27])[F:26])=[N:23][CH:24]=2)[CH:3]=1.NN.O. (3) Given the product [NH2:1][C:2]1[N:7]=[C:6]([NH:8][CH2:9][CH2:10][C:11]2[CH:16]=[CH:15][C:14]([S:17]([NH2:20])(=[O:19])=[O:18])=[CH:13][CH:12]=2)[CH:5]=[C:4]([C:24]2[CH:25]=[CH:26][C:27]([F:29])=[CH:28][C:23]=2[Cl:22])[N:3]=1, predict the reactants needed to synthesize it. The reactants are: [NH2:1][C:2]1[N:7]=[C:6]([NH:8][CH2:9][CH2:10][C:11]2[CH:16]=[CH:15][C:14]([S:17]([NH2:20])(=[O:19])=[O:18])=[CH:13][CH:12]=2)[CH:5]=[C:4](Cl)[N:3]=1.[Cl:22][C:23]1[CH:28]=[C:27]([F:29])[CH:26]=[CH:25][C:24]=1B(O)O. (4) Given the product [CH3:21][O:20][C:17]1[N:18]=[CH:19][C:14]([C:7]2[CH:8]=[CH:9][C:4]([C:1]([OH:3])=[O:2])=[CH:5][CH:6]=2)=[CH:15][CH:16]=1, predict the reactants needed to synthesize it. The reactants are: [C:1]([C:4]1[CH:9]=[CH:8][C:7](B(O)O)=[CH:6][CH:5]=1)([OH:3])=[O:2].Br[C:14]1[CH:15]=[CH:16][C:17]([O:20][CH3:21])=[N:18][CH:19]=1.C(=O)([O-])[O-].[Na+].[Na+]. (5) The reactants are: [CH2:1]([N:3]1[C:8](=[O:9])[C:7]2[C:10]([CH3:16])=[C:11]([C:13]([OH:15])=O)[S:12][C:6]=2[NH:5][C:4]1=[O:17])[CH3:2].[NH2:18][CH2:19][CH2:20][OH:21].Cl.CN(C)CCCN=C=NCC.ON1C2C=CC=CC=2N=N1.C(N(CC)CC)C. Given the product [CH2:1]([N:3]1[C:8](=[O:9])[C:7]2[C:10]([CH3:16])=[C:11]([C:13]([NH:18][CH2:19][CH2:20][OH:21])=[O:15])[S:12][C:6]=2[NH:5][C:4]1=[O:17])[CH3:2], predict the reactants needed to synthesize it. (6) Given the product [CH2:2]([N:6]1[C:10]([CH3:11])=[C:9]([CH3:12])[S:8]/[C:7]/1=[CH:13]\[C:20]([C:16]1[S:17][CH:18]=[CH:19][C:15]=1[CH3:14])=[O:21])[CH2:3][CH2:4][CH3:5], predict the reactants needed to synthesize it. The reactants are: [I-].[CH2:2]([N+:6]1[C:10]([CH3:11])=[C:9]([CH3:12])[S:8][C:7]=1[CH3:13])[CH2:3][CH2:4][CH3:5].[CH3:14][C:15]1[CH:19]=[CH:18][S:17][C:16]=1[C:20](Cl)=[O:21]. (7) Given the product [Cl:8][C:5]1[CH:6]=[CH:7][C:2]([B:17]2[O:22][CH2:23][CH2:29][CH2:27][O:26]2)=[C:3]([F:11])[C:4]=1[O:9][CH3:10], predict the reactants needed to synthesize it. The reactants are: Br[C:2]1[CH:7]=[CH:6][C:5]([Cl:8])=[C:4]([O:9][CH3:10])[C:3]=1[F:11].C([Li])CCC.[B:17]([O:26][CH:27]([CH3:29])C)([O:22][CH:23](C)C)OC(C)C.C(Cl)(=O)C.C(O)CCO. (8) Given the product [ClH:20].[S:23]1[C:24]2[CH:30]=[CH:29][CH:28]=[CH:27][C:25]=2[N:26]=[C:22]1[CH2:21][O:2][C:3]1[CH:4]=[C:5]2[C:10](=[CH:11][CH:12]=1)[CH2:9][CH:8]([CH2:13][N:14]1[CH2:19][CH2:18][CH2:17][CH2:16][CH2:15]1)[CH2:7][CH2:6]2, predict the reactants needed to synthesize it. The reactants are: Cl.[OH:2][C:3]1[CH:4]=[C:5]2[C:10](=[CH:11][CH:12]=1)[CH2:9][CH:8]([CH2:13][N:14]1[CH2:19][CH2:18][CH2:17][CH2:16][CH2:15]1)[CH2:7][CH2:6]2.[Cl:20][CH2:21][C:22]1[S:23][C:24]2[CH:30]=[CH:29][CH:28]=[CH:27][C:25]=2[N:26]=1.C(=O)([O-])[O-].[K+].[K+]. (9) Given the product [ClH:53].[C:1]1([CH:7]([C:30]2[CH:35]=[CH:34][CH:33]=[CH:32][CH:31]=2)[CH2:8][NH:9][C:10]2[C:19]3[C:14](=[CH:15][C:16]([O:45][CH2:44][CH2:43][CH2:42][N:39]4[CH2:40][CH2:41][O:36][CH2:37][CH2:38]4)=[CH:17][CH:18]=3)[N:13]=[C:12]([C:21]3[CH:22]=[CH:23][C:24]4[N:25]([CH:27]=[CH:28][N:29]=4)[CH:26]=3)[N:11]=2)[CH:6]=[CH:5][CH:4]=[CH:3][CH:2]=1, predict the reactants needed to synthesize it. The reactants are: [C:1]1([CH:7]([C:30]2[CH:35]=[CH:34][CH:33]=[CH:32][CH:31]=2)[CH2:8][NH:9][C:10]2[C:19]3[C:14](=[CH:15][C:16](F)=[CH:17][CH:18]=3)[N:13]=[C:12]([C:21]3[CH:22]=[CH:23][C:24]4[N:25]([CH:27]=[CH:28][N:29]=4)[CH:26]=3)[N:11]=2)[CH:6]=[CH:5][CH:4]=[CH:3][CH:2]=1.[O:36]1[CH2:41][CH2:40][N:39]([CH2:42][CH2:43][CH2:44][OH:45])[CH2:38][CH2:37]1.CC(C)([O-])C.[K+].C(Cl)(Cl)[Cl:53].CO.